Task: Predict the reactants needed to synthesize the given product.. Dataset: Full USPTO retrosynthesis dataset with 1.9M reactions from patents (1976-2016) (1) Given the product [C:8]1([NH:21][CH2:14][C:15]2[CH:20]=[CH:19][CH:18]=[CH:17][CH:16]=2)[CH:13]=[CH:12][CH:11]=[CH:10][CH:9]=1, predict the reactants needed to synthesize it. The reactants are: C([O-])([O-])=O.[K+].[K+].Br[C:8]1[CH:13]=[CH:12][CH:11]=[CH:10][CH:9]=1.[CH2:14]([NH2:21])[C:15]1[CH:20]=[CH:19][CH:18]=[CH:17][CH:16]=1.C(OCCCCCC)CCCCC. (2) The reactants are: [H-].[Al+3].[Li+].[H-].[H-].[H-].[C:7]1([CH:13]([O:15][C:16]2[CH:23]=[CH:22][C:19]([C:20]#[N:21])=[CH:18][CH:17]=2)[CH3:14])[CH:12]=[CH:11][CH:10]=[CH:9][CH:8]=1.CO.[Cl-].[NH4+]. Given the product [C:7]1([C@@H:13]([O:15][C:16]2[CH:17]=[CH:18][C:19]([CH2:20][NH2:21])=[CH:22][CH:23]=2)[CH3:14])[CH:8]=[CH:9][CH:10]=[CH:11][CH:12]=1, predict the reactants needed to synthesize it. (3) Given the product [N:42]1[CH:43]=[CH:44][CH:45]=[C:40]([NH:37][C:38]([N:2]2[CH2:3][CH2:4][CH:5]([N:8]3[CH:12]=[C:11]([C:13]4[CH:36]=[CH:35][C:16]5[N:17]([C:20]6[CH:25]=[CH:24][CH:23]=[C:22]([NH:26][C:27]([NH:29][CH2:30][C:31]([F:33])([F:32])[F:34])=[O:28])[CH:21]=6)[CH:18]=[N:19][C:15]=5[CH:14]=4)[CH:10]=[N:9]3)[CH2:6][CH2:7]2)=[O:39])[CH:41]=1, predict the reactants needed to synthesize it. The reactants are: Cl.[NH:2]1[CH2:7][CH2:6][CH:5]([N:8]2[CH:12]=[C:11]([C:13]3[CH:36]=[CH:35][C:16]4[N:17]([C:20]5[CH:21]=[C:22]([NH:26][C:27]([NH:29][CH2:30][C:31]([F:34])([F:33])[F:32])=[O:28])[CH:23]=[CH:24][CH:25]=5)[CH:18]=[N:19][C:15]=4[CH:14]=3)[CH:10]=[N:9]2)[CH2:4][CH2:3]1.[N:37]([C:40]1[CH:41]=[N:42][CH:43]=[CH:44][CH:45]=1)=[C:38]=[O:39]. (4) Given the product [Cl:1][C:2]1[CH:3]=[C:4]([C:9]2([OH:21])[CH2:13][CH2:12][NH:11][CH2:10]2)[CH:5]=[C:6]([F:8])[CH:7]=1, predict the reactants needed to synthesize it. The reactants are: [Cl:1][C:2]1[CH:3]=[C:4]([C:9]2([OH:21])[CH2:13][CH2:12][N:11](C(OC(C)(C)C)=O)[CH2:10]2)[CH:5]=[C:6]([F:8])[CH:7]=1.FC(F)(F)C(O)=O. (5) Given the product [C:34]([OH:37])([C:11]([F:14])([F:13])[F:12])=[O:35].[F:12][C:11]([F:14])([F:13])[C:9]1[CH:8]=[C:7]2[C:3]([CH:4]=[N:5][NH:6]2)=[C:2]([C:23]2[CH:31]=[CH:30][CH:29]=[C:28]3[C:24]=2[CH2:25][C:26](=[O:32])[NH:27]3)[CH:10]=1, predict the reactants needed to synthesize it. The reactants are: Br[C:2]1[CH:10]=[C:9]([C:11]([F:14])([F:13])[F:12])[CH:8]=[C:7]2[C:3]=1[CH:4]=[N:5][NH:6]2.CC1(C)C(C)(C)OB([C:23]2[CH:31]=[CH:30][CH:29]=[C:28]3[C:24]=2[CH2:25][C:26](=[O:32])[NH:27]3)O1.[C:34]([O-:37])(O)=[O:35].[Na+].